This data is from Full USPTO retrosynthesis dataset with 1.9M reactions from patents (1976-2016). The task is: Predict the reactants needed to synthesize the given product. Given the product [CH3:31][O:30][C:27]([C:17]1[CH2:16][C:15](=[O:25])[C:10]2[C:9]3[C:8]=1[CH:7]=[N:19][CH:4]=[CH:5][C:14]=3[CH:13]=[CH:12][CH:11]=2)=[O:29], predict the reactants needed to synthesize it. The reactants are: COC(=O)[CH:4]([N+:19]([O-])=O)[CH:5]1[C:14]2[C:9]3[C:10](=[CH:15][CH:16]=[CH:17][C:8]=3[C:7](=O)O1)[CH:11]=[CH:12][CH:13]=2.C(O)(=[O:25])C.[C:27]([O:30][CH2:31]C)(=[O:29])C.